Dataset: Retrosynthesis with 50K atom-mapped reactions and 10 reaction types from USPTO. Task: Predict the reactants needed to synthesize the given product. (1) Given the product CN1C(=O)C(c2ccc(OS(C)(=O)=O)cc2)(c2ccc(F)c(C3CCCCC3)c2)N=C1N, predict the reactants needed to synthesize it. The reactants are: CN1C(=O)C(c2ccc(OS(C)(=O)=O)cc2)(c2ccc(F)c(C3=CCCCC3)c2)N=C1N. (2) The reactants are: Cc1c(CCC(=O)OC(C)(C)C)ccc(OCc2cc(F)cc3cc(C#N)oc23)c1C. Given the product Cc1c(CCC(=O)O)ccc(OCc2cc(F)cc3cc(C#N)oc23)c1C, predict the reactants needed to synthesize it. (3) Given the product COC(=O)C(NC(=O)[C@H](C)NC(=O)Cc1cc(F)cc(F)c1)c1cc2cc(Cl)ccc2s1, predict the reactants needed to synthesize it. The reactants are: COC(=O)C(N)c1cc2cc(Cl)ccc2s1.C[C@H](NC(=O)Cc1cc(F)cc(F)c1)C(=O)O.